This data is from Forward reaction prediction with 1.9M reactions from USPTO patents (1976-2016). The task is: Predict the product of the given reaction. (1) Given the reactants [CH3:1][CH:2]([CH2:4][CH2:5][CH2:6][C@H:7]([C@@H:9]1[C@:26]2([CH3:27])[C@H:12]([C@H:13]3[C@H:23]([CH2:24][CH2:25]2)[C@:21]2([CH3:22])[C:16]([CH2:17][C@@H:18]([O:28][CH2:29][CH2:30][CH2:31][CH2:32][CH2:33][CH2:34][CH2:35][CH2:36][CH2:37][CH2:38][OH:39])[CH2:19][CH2:20]2)=[CH:15][CH2:14]3)[CH2:11][CH2:10]1)[CH3:8])[CH3:3].CC(CC(O)=O)=O, predict the reaction product. The product is: [CH3:3][CH:2]([CH2:4][CH2:5][CH2:6][C@H:7]([C@@H:9]1[C@:26]2([CH3:27])[C@H:12]([C@H:13]3[C@H:23]([CH2:24][CH2:25]2)[C@:21]2([CH3:22])[C:16]([CH2:17][C@@H:18]([O:28][CH2:29][CH2:30][CH2:31][CH2:32][CH2:33][CH2:34][CH2:35][CH2:36][CH2:37][CH:38]=[O:39])[CH2:19][CH2:20]2)=[CH:15][CH2:14]3)[CH2:11][CH2:10]1)[CH3:8])[CH3:1]. (2) Given the reactants [CH3:1][O:2][C:3]1[CH:8]=[CH:7][C:6]([C:9]2[C:17]3[C:16]([NH:18][C:19]4[CH:20]=[C:21]([CH:27]=[CH:28][CH:29]=4)[O:22][CH2:23][C:24]([OH:26])=[O:25])=[N:15][CH:14]=[N:13][C:12]=3[O:11][C:10]=2[C:30]2[CH:35]=[CH:34][CH:33]=[CH:32][CH:31]=2)=[CH:5][CH:4]=1.CO.O.[OH-].[Na+:40], predict the reaction product. The product is: [Na+:40].[CH3:1][O:2][C:3]1[CH:4]=[CH:5][C:6]([C:9]2[C:17]3[C:16]([NH:18][C:19]4[CH:20]=[C:21]([CH:27]=[CH:28][CH:29]=4)[O:22][CH2:23][C:24]([O-:26])=[O:25])=[N:15][CH:14]=[N:13][C:12]=3[O:11][C:10]=2[C:30]2[CH:35]=[CH:34][CH:33]=[CH:32][CH:31]=2)=[CH:7][CH:8]=1. (3) Given the reactants C([Li])CCC.[CH3:6][S:7]([CH2:9][S:10][CH3:11])=[O:8].Br[CH2:13][CH:14]([CH2:23]Br)[O:15][CH2:16][C:17]1[CH:22]=[CH:21][CH:20]=[CH:19][CH:18]=1, predict the reaction product. The product is: [CH3:6][S:7]([C:9]1([S:10][CH3:11])[CH2:13][CH:14]([O:15][CH2:16][C:17]2[CH:22]=[CH:21][CH:20]=[CH:19][CH:18]=2)[CH2:23]1)=[O:8]. (4) Given the reactants [OH:1][CH2:2][CH2:3][N:4]1[CH2:9][CH2:8][N:7]([C:10]2[CH:17]=[CH:16][C:13]([C:14]#[N:15])=[CH:12][N:11]=2)[CH2:6][CH2:5]1.N1C=CN=C1.[Si:23](Cl)([C:26]([CH3:29])([CH3:28])[CH3:27])([CH3:25])[CH3:24], predict the reaction product. The product is: [C:26]([Si:23]([CH3:25])([CH3:24])[O:1][CH2:2][CH2:3][N:4]1[CH2:5][CH2:6][N:7]([C:10]2[CH:17]=[CH:16][C:13]([C:14]#[N:15])=[CH:12][N:11]=2)[CH2:8][CH2:9]1)([CH3:29])([CH3:28])[CH3:27]. (5) Given the reactants [F:1][C:2]([F:14])([F:13])[C:3]([C:5]1[CH:10]=[CH:9][C:8]([CH:11]=[CH2:12])=[CH:7][CH:6]=1)=O.C1C=CC(P(C2C=CC=CC=2)C2C=CC=CC=2)=CC=1.C(C1C=C(C(C)(C)C)C=C(O)C=1O)(C)(C)C.Cl[C:51](C(O[Na])=O)([F:53])[F:52].[F-:58].[K+], predict the reaction product. The product is: [F:1][C:2]([F:14])([F:13])[CH:3]([C:5]1[CH:10]=[CH:9][C:8]([CH:11]=[CH2:12])=[CH:7][CH:6]=1)[C:51]([F:53])([F:58])[F:52]. (6) Given the reactants [F:1][C:2]1[CH:7]=[CH:6][C:5]([F:8])=[CH:4][C:3]=1[C:9](=[O:18])/[CH:10]=[CH:11]/[C:12]1[CH:17]=[CH:16][CH:15]=[CH:14][CH:13]=1.Cl.[CH2:20]([NH:27][OH:28])[C:21]1[CH:26]=[CH:25][CH:24]=[CH:23][CH:22]=1, predict the reaction product. The product is: [CH2:20]([N:27]1[CH:11]([C:12]2[CH:13]=[CH:14][CH:15]=[CH:16][CH:17]=2)[CH2:10][C:9]([C:3]2[CH:4]=[C:5]([F:8])[CH:6]=[CH:7][C:2]=2[F:1])([OH:18])[O:28]1)[C:21]1[CH:26]=[CH:25][CH:24]=[CH:23][CH:22]=1. (7) Given the reactants [CH3:1][O:2][C:3]([C:5]1[S:6][C:7]([C:27]2[CH2:32][CH2:31][CH2:30][CH2:29][CH:28]=2)=[CH:8][C:9]=1[N:10]([C@H:20]1[CH2:25][CH2:24][C@H:23]([OH:26])[CH2:22][CH2:21]1)[C:11]([C@H:13]1[CH2:18][CH2:17][C@H:16]([CH3:19])[CH2:15][CH2:14]1)=[O:12])=[O:4].I[CH3:34].[H-].[Na+], predict the reaction product. The product is: [CH3:1][O:2][C:3]([C:5]1[S:6][C:7]([C:27]2[CH2:32][CH2:31][CH2:30][CH2:29][CH:28]=2)=[CH:8][C:9]=1[N:10]([C@H:20]1[CH2:25][CH2:24][C@H:23]([O:26][CH3:34])[CH2:22][CH2:21]1)[C:11]([C@H:13]1[CH2:14][CH2:15][C@H:16]([CH3:19])[CH2:17][CH2:18]1)=[O:12])=[O:4]. (8) Given the reactants C(OC([NH:8][C:9]1[O:17][C:16]2[C:11](=[N:12][CH:13]=[C:14]([CH:18]3[CH2:23][CH2:22][O:21][CH2:20][CH2:19]3)[CH:15]=2)[C:10]=1[C:24]([NH:26][C:27]1[CH:28]=[N:29][N:30]([CH3:50])[C:31]=1[N:32]1[CH2:37][C@H:36]([C:38]([F:41])([F:40])[F:39])[CH2:35][C@H:34]([NH:42]C(=O)OC(C)(C)C)[CH2:33]1)=[O:25])=O)(C)(C)C.C(O)(C(F)(F)F)=O, predict the reaction product. The product is: [NH2:8][C:9]1[O:17][C:16]2[C:11](=[N:12][CH:13]=[C:14]([CH:18]3[CH2:23][CH2:22][O:21][CH2:20][CH2:19]3)[CH:15]=2)[C:10]=1[C:24]([NH:26][C:27]1[CH:28]=[N:29][N:30]([CH3:50])[C:31]=1[N:32]1[CH2:37][C@H:36]([C:38]([F:40])([F:41])[F:39])[CH2:35][C@H:34]([NH2:42])[CH2:33]1)=[O:25].